From a dataset of Forward reaction prediction with 1.9M reactions from USPTO patents (1976-2016). Predict the product of the given reaction. (1) Given the reactants C1C2[CH:12]([CH2:14][O:15][C:16]([NH:18][C@@H:19]([CH2:23][S:24][CH2:25][C@H:26]([NH:41][C:42](=[O:54])[CH2:43][CH2:44][CH2:45][CH2:46][CH2:47][CH2:48][CH2:49][CH2:50][CH2:51][CH2:52][CH3:53])[CH2:27][O:28][CH2:29][CH2:30][CH2:31][CH2:32][CH2:33][CH2:34][CH2:35][CH2:36][CH2:37][CH2:38][CH2:39][CH3:40])[C:20](O)=[O:21])=[O:17])[C:11]3[C:6](=[CH:7][CH:8]=[CH:9][CH:10]=3)C=2C=CC=1.CN(C(ON1N=N[C:65]2[CH:66]=[CH:67][CH:68]=[CH:69][C:64]1=2)=[N+](C)C)C.F[P-](F)(F)(F)(F)F.CCN(C(C)C)C(C)C.[NH2:88][C@@H:89]([CH3:108])[CH2:90][O:91][CH2:92][CH2:93][O:94][CH2:95][CH2:96][O:97][CH2:98][CH2:99][P:100](=[O:107])([O:104][CH2:105][CH3:106])[O:101][CH2:102][CH3:103], predict the reaction product. The product is: [CH2:105]([O:104][P:100]([CH2:99][CH2:98][O:97][CH2:96][CH2:95][O:94][CH2:93][CH2:92][O:91][CH2:90][C@H:89]([CH3:108])[NH:88][C:20](=[O:21])[C@@H:19]([NH:18][C:16](=[O:17])[O:15][CH2:14][CH:12]1[C:65]2[CH:66]=[CH:67][CH:68]=[CH:69][C:64]=2[C:10]2[C:11]1=[CH:6][CH:7]=[CH:8][CH:9]=2)[CH2:23][S:24][CH2:25][C@H:26]([NH:41][C:42](=[O:54])[CH2:43][CH2:44][CH2:45][CH2:46][CH2:47][CH2:48][CH2:49][CH2:50][CH2:51][CH2:52][CH3:53])[CH2:27][O:28][CH2:29][CH2:30][CH2:31][CH2:32][CH2:33][CH2:34][CH2:35][CH2:36][CH2:37][CH2:38][CH2:39][CH3:40])([O:101][CH2:102][CH3:103])=[O:107])[CH3:106]. (2) The product is: [CH3:20][S:1]([C@@H:8]1[CH2:16][N:15]2[C@@H:10]([CH2:11][C:12](=[O:17])[CH2:13][CH2:14]2)[CH2:9]1)(=[O:5])=[O:2]. Given the reactants [S:1](=[O:5])(=O)(O)[OH:2].CS[C@@H:8]1[CH2:16][N:15]2[C@@H:10]([CH2:11][C:12](=[O:17])[CH2:13][CH2:14]2)[CH2:9]1.OO.[C:20](=O)([O-])O.[Na+], predict the reaction product. (3) Given the reactants [N+:1]([C:4]1[CH:5]=[N:6][CH:7]=[CH:8][C:9]=1O)([O-:3])=[O:2].[Cl:11]Cl, predict the reaction product. The product is: [N+:1]([C:4]1[CH:5]=[N:6][CH:7]=[CH:8][C:9]=1[Cl:11])([O-:3])=[O:2].